This data is from Full USPTO retrosynthesis dataset with 1.9M reactions from patents (1976-2016). The task is: Predict the reactants needed to synthesize the given product. (1) Given the product [Cl:1][C:2]1[N:9]=[C:8]([NH:29][C:26]2[CH:25]=[C:24]([CH:21]3[CH2:23][CH2:22]3)[NH:28][N:27]=2)[C:7]([Cl:11])=[CH:6][C:3]=1[C:4]#[N:5], predict the reactants needed to synthesize it. The reactants are: [Cl:1][C:2]1[N:9]=[C:8](Cl)[C:7]([Cl:11])=[CH:6][C:3]=1[C:4]#[N:5].CCN(C(C)C)C(C)C.[CH:21]1([C:24]2[NH:28][N:27]=[C:26]([NH2:29])[CH:25]=2)[CH2:23][CH2:22]1. (2) Given the product [F:1][C:2]1[C:7]([F:8])=[CH:6][CH:5]=[CH:4][C:3]=1[C:9]1[N:34]=[C:12]2[CH:13]=[N:14][N:15]([CH2:17][C:18]3[O:22][N:21]=[C:20]([C:23]4[CH:28]=[CH:27][C:26]([O:29][CH2:38][CH2:37][O:36][CH3:35])=[CH:25][C:24]=4[C:30]([F:32])([F:33])[F:31])[CH:19]=3)[CH:16]=[C:11]2[N:10]=1, predict the reactants needed to synthesize it. The reactants are: [F:1][C:2]1[C:7]([F:8])=[CH:6][CH:5]=[CH:4][C:3]=1[C:9]1[N:34]=[C:12]2[CH:13]=[N:14][N:15]([CH2:17][C:18]3[O:22][N:21]=[C:20]([C:23]4[CH:28]=[CH:27][C:26]([OH:29])=[CH:25][C:24]=4[C:30]([F:33])([F:32])[F:31])[CH:19]=3)[CH:16]=[C:11]2[N:10]=1.[CH3:35][O:36][CH2:37][CH2:38]Br. (3) Given the product [Cl:1][C:2]1[CH:3]=[C:4]([NH:8][C:9](=[O:23])[C:10]2[CH:15]=[CH:14][CH:13]=[N:12][C:11]=2[NH:16][C@@H:17]2[CH2:22][CH2:21][CH2:20][N:19]([CH2:33][CH2:32][OH:50])[CH2:18]2)[CH:5]=[CH:6][CH:7]=1, predict the reactants needed to synthesize it. The reactants are: [Cl:1][C:2]1[CH:3]=[C:4]([NH:8][C:9](=[O:23])[C:10]2[CH:15]=[CH:14][CH:13]=[N:12][C:11]=2[NH:16][C@@H:17]2[CH2:22][CH2:21][CH2:20][NH:19][CH2:18]2)[CH:5]=[CH:6][CH:7]=1.ClC1C=C(N[C:32](=[O:50])[C:33]2C=CC=NC=2NC2CC(C)(C)NC(C)(C)C2)C=CC=1. (4) Given the product [Br:1][C:2]1[CH:3]=[CH:4][C:5]([CH:8]([O:12][C:13]2[CH:14]=[CH:15][CH:16]=[CH:17][CH:18]=2)[CH2:9][OH:10])=[CH:6][CH:7]=1, predict the reactants needed to synthesize it. The reactants are: [Br:1][C:2]1[CH:7]=[CH:6][C:5]([CH:8]([O:12][C:13]2[CH:18]=[CH:17][CH:16]=[CH:15][CH:14]=2)[C:9](O)=[O:10])=[CH:4][CH:3]=1. (5) The reactants are: [Br:1]N1C(=O)CCC1=O.[C:9]([NH:22][S:23]([C:26]1[CH:31]=[CH:30][C:29]([CH3:32])=[CH:28][CH:27]=1)(=[O:25])=[O:24])(=[O:21])[CH2:10][CH2:11][CH2:12][CH2:13][CH2:14][CH2:15][CH2:16][CH2:17][CH2:18][CH2:19][CH3:20].C(OCC)(=O)C.CCCCCCC. Given the product [Br:1][CH2:32][C:29]1[CH:30]=[CH:31][C:26]([S:23]([NH:22][C:9](=[O:21])[CH2:10][CH2:11][CH2:12][CH2:13][CH2:14][CH2:15][CH2:16][CH2:17][CH2:18][CH2:19][CH3:20])(=[O:25])=[O:24])=[CH:27][CH:28]=1, predict the reactants needed to synthesize it.